This data is from Forward reaction prediction with 1.9M reactions from USPTO patents (1976-2016). The task is: Predict the product of the given reaction. (1) Given the reactants C([O:8][N:9]1[C:14]2[N:15]=[CH:16][N:17]=[C:18]([CH3:19])[C:13]=2[C:12]([NH:20][C:21](=[O:28])[C:22]2[CH:27]=[CH:26][CH:25]=[CH:24][CH:23]=2)=[CH:11][C:10]1=[O:29])C1C=CC=CC=1.CO.[H][H], predict the reaction product. The product is: [OH:8][N:9]1[C:14]2[N:15]=[CH:16][N:17]=[C:18]([CH3:19])[C:13]=2[C:12]([NH:20][C:21](=[O:28])[C:22]2[CH:23]=[CH:24][CH:25]=[CH:26][CH:27]=2)=[CH:11][C:10]1=[O:29]. (2) Given the reactants [OH:1][C:2]1[CH:10]=[C:9]2[C:5]([CH:6]=[N:7][N:8]2[CH2:11][C@@H:12]([NH:14][C:15](=[O:24])[O:16][CH2:17][C:18]2[CH:23]=[CH:22][CH:21]=[CH:20][CH:19]=2)[CH3:13])=[CH:4][CH:3]=1.[CH2:25]=[O:26].[OH-].[Na+], predict the reaction product. The product is: [OH:1][C:2]1[C:10]([CH2:25][OH:26])=[C:9]2[C:5]([CH:6]=[N:7][N:8]2[CH2:11][C@@H:12]([NH:14][C:15](=[O:24])[O:16][CH2:17][C:18]2[CH:23]=[CH:22][CH:21]=[CH:20][CH:19]=2)[CH3:13])=[CH:4][CH:3]=1. (3) Given the reactants Br[C:2]1[C:11]2[C:6](=[CH:7][CH:8]=[C:9]([OH:12])[CH:10]=2)[N:5]=[C:4]([C:13]2[CH:18]=[CH:17][C:16]([OH:19])=[C:15]([F:20])[CH:14]=2)[CH:3]=1.[N:21]1[CH:26]=[CH:25][C:24](B(O)O)=[CH:23][CH:22]=1, predict the reaction product. The product is: [F:20][C:15]1[CH:14]=[C:13]([C:4]2[CH:3]=[C:2]([C:24]3[CH:25]=[CH:26][N:21]=[CH:22][CH:23]=3)[C:11]3[C:6](=[CH:7][CH:8]=[C:9]([OH:12])[CH:10]=3)[N:5]=2)[CH:18]=[CH:17][C:16]=1[OH:19]. (4) Given the reactants [Br:1][C:2]1[CH:3]=[C:4]([CH:8]=[C:9]([I:11])[CH:10]=1)[C:5]([OH:7])=O.CN(C)[CH:14]=[O:15].[C:17](Cl)(=O)[C:18](Cl)=O, predict the reaction product. The product is: [Br:1][C:2]1[CH:3]=[C:4]([CH:8]=[C:9]([I:11])[CH:10]=1)[C:5]([O:15][CH2:14][C:18]1[CH:17]=[CH:9][CH:10]=[CH:2][CH:3]=1)=[O:7]. (5) Given the reactants O.[OH-].[Li+].[O:4]1[CH2:8][CH2:7][O:6][CH:5]1[C:9]1[CH:18]=[CH:17][C:12]([C:13]([O:15]C)=[O:14])=[CH:11][C:10]=1[N+:19]([O-:21])=[O:20], predict the reaction product. The product is: [O:4]1[CH2:8][CH2:7][O:6][CH:5]1[C:9]1[CH:18]=[CH:17][C:12]([C:13]([OH:15])=[O:14])=[CH:11][C:10]=1[N+:19]([O-:21])=[O:20].